From a dataset of Forward reaction prediction with 1.9M reactions from USPTO patents (1976-2016). Predict the product of the given reaction. (1) Given the reactants [C:1]1([C:7]([C:15]2[CH:20]=[CH:19][CH:18]=[CH:17][CH:16]=2)([CH:9]2[CH2:14][CH2:13][NH:12][CH2:11][CH2:10]2)[OH:8])[CH:6]=[CH:5][CH:4]=[CH:3][CH:2]=1.[C:21]([C:25]1[CH:30]=[CH:29][C:28]([CH2:31][CH2:32]Cl)=[CH:27][CH:26]=1)([CH3:24])([CH3:23])[CH3:22].C(=O)([O-])[O-].[K+].[K+], predict the reaction product. The product is: [C:21]([C:25]1[CH:26]=[CH:27][C:28]([CH2:31][CH2:32][N:12]2[CH2:13][CH2:14][CH:9]([C:7]([C:15]3[CH:20]=[CH:19][CH:18]=[CH:17][CH:16]=3)([C:1]3[CH:2]=[CH:3][CH:4]=[CH:5][CH:6]=3)[OH:8])[CH2:10][CH2:11]2)=[CH:29][CH:30]=1)([CH3:23])([CH3:22])[CH3:24]. (2) Given the reactants OC(CO)[CH2:3][NH:4][C:5](=[O:26])[C:6]1[CH:11]=[CH:10][C:9]([O:12][CH3:13])=[C:8](/[CH:14]=[CH:15]/[C:16]2[CH:21]=[CH:20][C:19]([C:22]([F:25])([F:24])[F:23])=[CH:18][CH:17]=2)[CH:7]=1.NC[CH2:31][O:32][CH2:33][CH2:34][OH:35], predict the reaction product. The product is: [OH:35][CH2:34][CH2:33][O:32][CH2:31][CH2:3][NH:4][C:5](=[O:26])[C:6]1[CH:11]=[CH:10][C:9]([O:12][CH3:13])=[C:8](/[CH:14]=[CH:15]/[C:16]2[CH:21]=[CH:20][C:19]([C:22]([F:25])([F:24])[F:23])=[CH:18][CH:17]=2)[CH:7]=1. (3) Given the reactants [CH3:1][O:2][C:3]1[CH:8]=[CH:7][CH:6]=[CH:5][C:4]=1[NH:9][C:10](=O)[CH2:11][O:12][C:13]1[CH:18]=[CH:17][C:16]([O:19][C:20]2[C:29]3[C:24](=[CH:25][C:26]([O:32][CH3:33])=[C:27]([O:30][CH3:31])[CH:28]=3)[N:23]=[CH:22][CH:21]=2)=[CH:15][CH:14]=1.Cl.[OH-].[Na+], predict the reaction product. The product is: [CH3:31][O:30][C:27]1[CH:28]=[C:29]2[C:24](=[CH:25][C:26]=1[O:32][CH3:33])[N:23]=[CH:22][CH:21]=[C:20]2[O:19][C:16]1[CH:15]=[CH:14][C:13]([O:12][CH2:11][CH2:10][NH:9][C:4]2[CH:5]=[CH:6][CH:7]=[CH:8][C:3]=2[O:2][CH3:1])=[CH:18][CH:17]=1. (4) The product is: [CH2:11]([N:10]([CH2:13][C:14]1[CH:19]=[C:18]([C:20]([F:23])([F:22])[F:21])[CH:17]=[CH:16][C:15]=1[C:24]1[C:29]([O:30][CH3:31])=[CH:28][CH:27]=[C:26]([CH2:32][C:33]([OH:35])=[O:34])[CH:25]=1)[C:9]([NH:8][C:3]1[CH:4]=[CH:5][CH:6]=[CH:7][CH:2]=1)=[O:36])[CH3:12]. Given the reactants Br[C:2]1[CH:7]=[CH:6][CH:5]=[CH:4][C:3]=1[NH:8][C:9](=[O:36])[N:10]([CH2:13][C:14]1[CH:19]=[C:18]([C:20]([F:23])([F:22])[F:21])[CH:17]=[CH:16][C:15]=1[C:24]1[C:29]([O:30][CH3:31])=[CH:28][CH:27]=[C:26]([CH2:32][C:33]([OH:35])=[O:34])[CH:25]=1)[CH2:11][CH3:12], predict the reaction product. (5) Given the reactants [NH2:1][C:2]1[S:6][N:5]=[C:4]([CH3:7])[C:3]=1[Cl:8].C[O-].[Na+].[CH3:12][C:13]([CH3:32])([CH3:31])[CH2:14][C:15]1[O:16][C:17]2[CH:23]=[CH:22][C:21]([C:24]([F:30])([CH3:29])[C:25](OC)=[O:26])=[CH:20][C:18]=2[N:19]=1.[Cl-].[NH4+], predict the reaction product. The product is: [Cl:8][C:3]1[C:4]([CH3:7])=[N:5][S:6][C:2]=1[NH:1][C:25](=[O:26])[C:24]([C:21]1[CH:22]=[CH:23][C:17]2[O:16][C:15]([CH2:14][C:13]([CH3:31])([CH3:12])[CH3:32])=[N:19][C:18]=2[CH:20]=1)([F:30])[CH3:29]. (6) Given the reactants [O:1]1[CH:5]=[CH:4][CH:3]=[C:2]1[CH2:6][NH:7][C:8]1[C:17]([C:18]([O:20]CC)=[O:19])=[CH:16][C:15]2[CH2:14][CH2:13][CH2:12][CH2:11][C:10]=2[N:9]=1.O.[OH-].[Na+], predict the reaction product. The product is: [O:1]1[CH:5]=[CH:4][CH:3]=[C:2]1[CH2:6][NH:7][C:8]1[C:17]([C:18]([OH:20])=[O:19])=[CH:16][C:15]2[CH2:14][CH2:13][CH2:12][CH2:11][C:10]=2[N:9]=1.